From a dataset of Full USPTO retrosynthesis dataset with 1.9M reactions from patents (1976-2016). Predict the reactants needed to synthesize the given product. (1) Given the product [Br:52][C:53]1[CH:58]=[CH:57][CH:56]=[CH:55][C:54]=1[NH:59][CH:60]1[CH2:65][CH2:64][N:63]([C:16](=[O:18])[CH2:15][NH:14][C:12]([C:9]2[CH:8]=[C:7]([C:1]3[CH:2]=[CH:3][CH:4]=[CH:5][CH:6]=3)[NH:11][N:10]=2)=[O:13])[CH2:62][CH2:61]1, predict the reactants needed to synthesize it. The reactants are: [C:1]1([C:7]2[NH:11][N:10]=[C:9]([C:12]([NH:14][CH2:15][C:16]([OH:18])=O)=[O:13])[CH:8]=2)[CH:6]=[CH:5][CH:4]=[CH:3][CH:2]=1.CCN(C(C)C)C(C)C.C1C=CC2N(O)N=NC=2C=1.CCN=C=NCCCN(C)C.Cl.Cl.Cl.[Br:52][C:53]1[CH:58]=[CH:57][CH:56]=[CH:55][C:54]=1[NH:59][CH:60]1[CH2:65][CH2:64][NH:63][CH2:62][CH2:61]1. (2) The reactants are: Br[C:2]1[CH:7]=[CH:6][C:5]([C:8]2[O:9][C:10]([C:13]3[CH:18]=[CH:17][CH:16]=[CH:15][CH:14]=3)=[N:11][N:12]=2)=[CH:4][CH:3]=1.C1(P(C2CCCCC2)C2C=CC=CC=2C2C=CC=CC=2N(C)C)CCCCC1.[CH3:47][CH:48]([N:50]1[CH2:55][CH2:54][N:53]([C:56]([C@H:58]2[CH2:62][CH2:61][NH:60][CH2:59]2)=[O:57])[CH2:52][CH2:51]1)[CH3:49].CCOCC. Given the product [CH3:49][CH:48]([N:50]1[CH2:55][CH2:54][N:53]([C:56]([C@H:58]2[CH2:62][CH2:61][N:60]([C:2]3[CH:7]=[CH:6][C:5]([C:8]4[O:9][C:10]([C:13]5[CH:18]=[CH:17][CH:16]=[CH:15][CH:14]=5)=[N:11][N:12]=4)=[CH:4][CH:3]=3)[CH2:59]2)=[O:57])[CH2:52][CH2:51]1)[CH3:47], predict the reactants needed to synthesize it. (3) Given the product [CH3:32][CH:31]([CH3:35])[CH2:30][CH2:29][N:1]1[CH:5]=[C:4]([C:10]2[CH:15]=[CH:14][C:13]([NH:16][C:17]([N:19]3[CH2:27][C:26]4[C:21](=[CH:22][CH:23]=[CH:24][CH:25]=4)[CH2:20]3)=[O:18])=[CH:12][CH:11]=2)[CH:3]=[N:2]1, predict the reactants needed to synthesize it. The reactants are: [NH:1]1[CH:5]=[CH:4][C:3](B(O)O)=[N:2]1.Br[C:10]1[CH:15]=[CH:14][C:13]([NH:16][C:17]([N:19]2[CH2:27][C:26]3[C:21](=[CH:22][CH:23]=[CH:24][CH:25]=3)[CH2:20]2)=[O:18])=[CH:12][CH:11]=1.Br[C:29]1[CH:30]=[C:31]2[C:35](=CC=1)CN(C(NC1C=[CH:35][C:31]([C:32](=O)NCCC)=[CH:30][CH:29]=1)=O)[CH2:32]2. (4) The reactants are: [CH3:1][C:2]1([CH3:15])[C@@H:4]2[CH2:5][C:6]3[C:10]([C@H:3]12)=[C:9]([CH3:11])[S:8][C:7]=3[C:12](=[O:14])[CH3:13].[CH:16]([C:18]1[CH:23]=[CH:22][C:21]([CH2:24][CH2:25][C:26]([OH:28])=[O:27])=[CH:20][CH:19]=1)=O.[OH-].[Na+].Cl. Given the product [O:14]=[C:12]([C:7]1[S:8][C:9]([CH3:11])=[C:10]2[C:6]=1[CH2:5][C@H:4]1[C:2]([CH3:15])([CH3:1])[C@H:3]12)[CH:13]=[CH:16][C:18]1[CH:19]=[CH:20][C:21]([CH2:24][CH2:25][C:26]([OH:28])=[O:27])=[CH:22][CH:23]=1, predict the reactants needed to synthesize it. (5) Given the product [CH3:1][C:2]([CH3:27])([CH3:26])[C:3]([NH:5][C@@H:6]1[CH2:15][C:14]2[CH:13]=[C:12]([C:16]([NH:18][OH:19])=[O:17])[CH:11]=[CH:10][C:9]=2[CH2:8][CH2:7]1)=[O:4], predict the reactants needed to synthesize it. The reactants are: [CH3:1][C:2]([CH3:27])([CH3:26])[C:3]([NH:5][C@@H:6]1[CH2:15][C:14]2[CH:13]=[C:12]([C:16]([NH:18][O:19]C3CCCCO3)=[O:17])[CH:11]=[CH:10][C:9]=2[CH2:8][CH2:7]1)=[O:4]. (6) Given the product [Cl:1][C:2]1[CH:10]=[C:9]([O:17][CH3:20])[C:8]([N+:14]([O-:16])=[O:15])=[CH:7][C:3]=1[C:4]([OH:6])=[O:5], predict the reactants needed to synthesize it. The reactants are: [Cl:1][C:2]1[CH:10]=[C:9]([N+]([O-])=O)[C:8]([N+:14]([O-:16])=[O:15])=[CH:7][C:3]=1[C:4]([OH:6])=[O:5].[OH-:17].[K+].Cl.[CH3:20]O. (7) The reactants are: [NH2:1][C:2]1[CH:7]=[CH:6][C:5]([C:8]([N:10]2[CH2:13][CH:12]([O:14][CH3:15])[CH2:11]2)=[O:9])=[CH:4][C:3]=1[O:16][CH3:17].C(O)(C(F)(F)F)=O.[CH3:25][N:26]1[CH:30]=[C:29]([C:31]2[C:36]3[N:37]=[C:38](S(C)(=O)=O)[N:39]=[CH:40][C:35]=3[CH:34]=[CH:33][N:32]=2)[CH:28]=[N:27]1. Given the product [CH3:17][O:16][C:3]1[CH:4]=[C:5]([C:8]([N:10]2[CH2:13][CH:12]([O:14][CH3:15])[CH2:11]2)=[O:9])[CH:6]=[CH:7][C:2]=1[NH:1][C:38]1[N:39]=[CH:40][C:35]2[CH:34]=[CH:33][N:32]=[C:31]([C:29]3[CH:28]=[N:27][N:26]([CH3:25])[CH:30]=3)[C:36]=2[N:37]=1, predict the reactants needed to synthesize it. (8) Given the product [CH3:3][C:2]([C:35]([OH:37])=[O:36])([C:4]1[CH:9]=[CH:8][C:7]([CH:10]([OH:34])[CH2:11][CH2:12][CH2:13][N:14]2[CH2:15][CH2:16][CH:17]([C:20]([OH:33])([C:21]3[CH:26]=[CH:25][CH:24]=[CH:23][CH:22]=3)[C:27]3[CH:28]=[CH:29][CH:30]=[CH:31][CH:32]=3)[CH2:18][CH2:19]2)=[CH:6][CH:5]=1)[CH3:1].[C:35]([O-:37])(=[O:36])[CH3:2], predict the reactants needed to synthesize it. The reactants are: [CH3:1][C:2]([C:35]([OH:37])=[O:36])([C:4]1[CH:5]=[CH:6][C:7]([CH:10]([OH:34])[CH2:11][CH2:12][CH2:13][N:14]2[CH2:19][CH2:18][CH:17]([C:20]([OH:33])([C:27]3[CH:28]=[CH:29][CH:30]=[CH:31][CH:32]=3)[C:21]3[CH:22]=[CH:23][CH:24]=[CH:25][CH:26]=3)[CH2:16][CH2:15]2)=[CH:8][CH:9]=1)[CH3:3].